Task: Predict the reactants needed to synthesize the given product.. Dataset: Full USPTO retrosynthesis dataset with 1.9M reactions from patents (1976-2016) (1) Given the product [C:1]([O:5][C:6]([N:8]1[C:16]2[C:11](=[C:12]([CH3:17])[CH:13]=[CH:14][CH:15]=2)[CH:10]=[C:9]1[C:22]1[CH:23]=[CH:24][C:25]([Cl:38])=[C:26]([S:28](=[O:29])(=[O:30])[NH:31][CH:32]2[CH2:37][CH2:36][CH2:35][CH2:34][CH2:33]2)[CH:27]=1)=[O:7])([CH3:4])([CH3:3])[CH3:2], predict the reactants needed to synthesize it. The reactants are: [C:1]([O:5][C:6]([N:8]1[C:16]2[C:11](=[C:12]([CH3:17])[CH:13]=[CH:14][CH:15]=2)[CH:10]=[C:9]1B(O)O)=[O:7])([CH3:4])([CH3:3])[CH3:2].Br[C:22]1[CH:23]=[CH:24][C:25]([Cl:38])=[C:26]([S:28]([NH:31][CH:32]2[CH2:37][CH2:36][CH2:35][CH2:34][CH2:33]2)(=[O:30])=[O:29])[CH:27]=1.[F-].[Cs+]. (2) Given the product [CH:1]1([N:7]2[CH2:43][CH2:42][C:10]3([CH2:14][N:13]([CH2:15][C:16]4[CH:41]=[CH:40][C:19]([CH2:20][N:21]([CH2:28][C:29]5[N:30]([CH2:34][C:35]([OH:37])=[O:36])[CH:31]=[CH:32][N:33]=5)[CH2:22][C:23]5[NH:24][CH:25]=[CH:26][N:27]=5)=[CH:18][CH:17]=4)[CH2:12][CH2:11]3)[CH2:9][CH2:8]2)[CH2:2][CH2:3][CH2:4][CH2:5][CH2:6]1, predict the reactants needed to synthesize it. The reactants are: [CH:1]1([N:7]2[CH2:43][CH2:42][C:10]3([CH2:14][N:13]([CH2:15][C:16]4[CH:41]=[CH:40][C:19]([CH2:20][N:21]([CH2:28][C:29]5[N:30]([CH2:34][C:35]([O:37]CC)=[O:36])[CH:31]=[CH:32][N:33]=5)[CH2:22][C:23]5[NH:24][CH:25]=[CH:26][N:27]=5)=[CH:18][CH:17]=4)[CH2:12][CH2:11]3)[CH2:9][CH2:8]2)[CH2:6][CH2:5][CH2:4][CH2:3][CH2:2]1.[OH-].[Na+].Cl. (3) Given the product [C:6]([O:5][C:1](=[O:4])[CH:2]=[CH2:3])([CH3:9])([CH3:8])[CH3:7].[NH:48]1[C:45]2=[N:46][CH:47]=[C:42](/[CH:3]=[CH:2]/[C:1]([O:5][C:6]([CH3:9])([CH3:8])[CH3:7])=[O:4])[CH:43]=[C:44]2[CH:50]=[CH:49]1, predict the reactants needed to synthesize it. The reactants are: [C:1]([O:5][C:6]([CH3:9])([CH3:8])[CH3:7])(=[O:4])[CH:2]=[CH2:3].C(N(C(C)C)CC)(C)C.CC1C=CC=CC=1P(C1C=CC=CC=1C)C1C=CC=CC=1C.Br[C:42]1[CH:43]=[C:44]2[CH:50]=[CH:49][NH:48][C:45]2=[N:46][CH:47]=1. (4) Given the product [CH3:17][O:16][C:12]1[C:11]([O:18][CH3:19])=[CH:10][C:9]2=[C:15]3[C:13]=1[CH:14]=[C:3]([CH3:2])[N:4]([C:20]1[CH:25]=[CH:24][CH:23]=[CH:22][CH:21]=1)[C:5]3=[N:6][CH:7]=[N:8]2, predict the reactants needed to synthesize it. The reactants are: I[CH2:2][CH:3]1[CH2:14][C:13]2[C:15]3[C:5](=[N:6][CH:7]=[N:8][C:9]=3[CH:10]=[C:11]([O:18][CH3:19])[C:12]=2[O:16][CH3:17])[N:4]1[C:20]1[CH:25]=[CH:24][CH:23]=[CH:22][CH:21]=1.C1CCN2C(=NCCC2)CC1. (5) Given the product [CH2:1]([C:4]1[N:5]([CH2:17][CH2:18][CH2:19][CH2:20][NH2:21])[C:6]2[C:15]3[CH:14]=[CH:13][CH:12]=[CH:11][C:10]=3[N:9]=[CH:8][C:7]=2[N:16]=1)[CH2:2][CH3:3], predict the reactants needed to synthesize it. The reactants are: [CH2:1]([C:4]1[N:5]([CH2:17][CH2:18][CH2:19][CH2:20][NH:21]C(=O)OC(C)(C)C)[C:6]2[C:15]3[CH:14]=[CH:13][CH:12]=[CH:11][C:10]=3[N:9]=[CH:8][C:7]=2[N:16]=1)[CH2:2][CH3:3].Cl.C(=O)(O)[O-].[Na+].O. (6) Given the product [CH:19]1([CH:1]([OH:2])[C:3]2[N:7]([CH3:8])[C:6]([C:9]([O:11][CH3:12])=[O:10])=[CH:5][CH:4]=2)[CH2:18][CH2:5][CH2:4][CH2:3][CH2:1]1, predict the reactants needed to synthesize it. The reactants are: [CH:1]([C:3]1[N:7]([CH3:8])[C:6]([C:9]([O:11][CH3:12])=[O:10])=[CH:5][CH:4]=1)=[O:2].[NH4+].[Cl-].CCO[CH2:18][CH3:19]. (7) Given the product [CH2:15]([O:14][C:12]([N:2]1[CH:3]=[CH:4][C:5]2[C:10](=[CH:9][CH:8]=[CH:7][CH:6]=2)[CH:1]1[C:24]1[C:23]([F:22])=[CH:28][CH:27]=[CH:26][C:25]=1[F:29])=[O:13])[C:16]1[CH:21]=[CH:20][CH:19]=[CH:18][CH:17]=1, predict the reactants needed to synthesize it. The reactants are: [CH:1]1[C:10]2[C:5](=[CH:6][CH:7]=[CH:8][CH:9]=2)[CH:4]=[CH:3][N:2]=1.Cl[C:12]([O:14][CH2:15][C:16]1[CH:21]=[CH:20][CH:19]=[CH:18][CH:17]=1)=[O:13].[F:22][C:23]1[CH:28]=[CH:27][CH:26]=[C:25]([F:29])[C:24]=1[Li].BrC1C(F)=CC=CC=1F.[Li]CCCC. (8) Given the product [CH:15]([N:9]1[CH:10]=[CH:11][C:7]([C:4]2[S:5][CH:6]=[C:2]([CH3:1])[CH:3]=2)=[N:8]1)([CH3:17])[CH3:16].[CH:15]([N:8]1[C:7]([C:4]2[S:5][CH:6]=[C:2]([CH3:1])[CH:3]=2)=[CH:11][CH:10]=[N:9]1)([CH3:17])[CH3:16], predict the reactants needed to synthesize it. The reactants are: [CH3:1][C:2]1[CH:3]=[C:4]([C:7]2[CH:11]=[CH:10][NH:9][N:8]=2)[S:5][CH:6]=1.[H-].[Na+].I[CH:15]([CH3:17])[CH3:16].O. (9) The reactants are: [C:1]1([C:7]2[CH:8]=[C:9]([N:13]3[CH2:18][CH2:17][O:16][CH2:15][CH2:14]3)[N:10]=[N:11][CH:12]=2)[CH:6]=[CH:5][CH:4]=[CH:3][CH:2]=1.[Br:19][CH2:20][CH2:21][CH:22]=[CH2:23].CCOCC. Given the product [Br-:19].[CH2:23]([N+:11]1[CH:12]=[C:7]([C:1]2[CH:2]=[CH:3][CH:4]=[CH:5][CH:6]=2)[CH:8]=[C:9]([N:13]2[CH2:18][CH2:17][O:16][CH2:15][CH2:14]2)[N:10]=1)[CH2:22][CH:21]=[CH2:20], predict the reactants needed to synthesize it. (10) Given the product [Cl:1][CH2:2][C:3]([NH:6][C:7]1[CH:8]=[C:9]2[C:13](=[CH:14][CH:15]=1)[NH:12][N:11]=[CH:10]2)=[O:4], predict the reactants needed to synthesize it. The reactants are: [Cl:1][CH2:2][C:3](Cl)=[O:4].[NH2:6][C:7]1[CH:8]=[C:9]2[C:13](=[CH:14][CH:15]=1)[NH:12][N:11]=[CH:10]2.C(N(CC)CC)C.C(=O)([O-])[O-].[Na+].[Na+].